Dataset: Full USPTO retrosynthesis dataset with 1.9M reactions from patents (1976-2016). Task: Predict the reactants needed to synthesize the given product. Given the product [CH3:6][O:5][C:1](=[O:4])[CH2:2][S:3][CH:15]([CH3:16])[CH2:14][C:13]([O:18][C:19]([CH3:22])([CH3:21])[CH3:20])=[O:17], predict the reactants needed to synthesize it. The reactants are: [C:1]([O:5][CH3:6])(=[O:4])[CH2:2][SH:3].N1CCCCC1.[C:13]([O:18][C:19]([CH3:22])([CH3:21])[CH3:20])(=[O:17])/[CH:14]=[CH:15]/[CH3:16].